This data is from Forward reaction prediction with 1.9M reactions from USPTO patents (1976-2016). The task is: Predict the product of the given reaction. (1) Given the reactants [NH:1]1[CH2:4][CH:3]([O:5][C:6]2[CH:11]=[CH:10][C:9]([N:12]3[CH:17]=[CH:16][C:15]4[N:18]=[C:19]([C:21]5[CH:26]=[CH:25][C:24]([C:27]([F:30])([F:29])[F:28])=[CH:23][CH:22]=5)[S:20][C:14]=4[C:13]3=[O:31])=[CH:8][C:7]=2[O:32][CH3:33])[CH2:2]1.[C:34]1(=O)[CH2:37][CH2:36][CH2:35]1.C(O[BH-](OC(=O)C)OC(=O)C)(=O)C.[Na+].C(O)(=O)C.C(=O)(O)[O-].[Na+], predict the reaction product. The product is: [CH:34]1([N:1]2[CH2:4][CH:3]([O:5][C:6]3[CH:11]=[CH:10][C:9]([N:12]4[CH:17]=[CH:16][C:15]5[N:18]=[C:19]([C:21]6[CH:22]=[CH:23][C:24]([C:27]([F:29])([F:28])[F:30])=[CH:25][CH:26]=6)[S:20][C:14]=5[C:13]4=[O:31])=[CH:8][C:7]=3[O:32][CH3:33])[CH2:2]2)[CH2:37][CH2:36][CH2:35]1. (2) Given the reactants ClC1C=CC(C2C3C(C)=NN(C4CN(C(OC(C)(C)C)=O)C4)C=3C(=O)N2C2C=C(C)C3N(C(C)=NN=3)C=2)=CC=1.CC(O)C.[Cl:44][C:45]1[CH:50]=[CH:49][C:48]([CH:51]2[C:58]3[C:57]([CH2:59][OH:60])=[N:56][N:55]([CH:61]4[CH2:63][CH2:62]4)[C:54]=3[C:53](=[O:64])[N:52]2[C:65]2[CH:66]=[C:67]([CH3:75])[C:68]3[N:69]([C:71]([CH3:74])=[N:72][N:73]=3)[CH:70]=2)=[CH:47][CH:46]=1, predict the reaction product. The product is: [Cl:44][C:45]1[CH:46]=[CH:47][C:48]([C@@H:51]2[C:58]3[C:57]([CH2:59][OH:60])=[N:56][N:55]([CH:61]4[CH2:62][CH2:63]4)[C:54]=3[C:53](=[O:64])[N:52]2[C:65]2[CH:66]=[C:67]([CH3:75])[C:68]3[N:69]([C:71]([CH3:74])=[N:72][N:73]=3)[CH:70]=2)=[CH:49][CH:50]=1. (3) The product is: [Cl:1][C:2]1[CH:3]=[C:4]2[C:9](=[CH:10][C:11]=1[C:12]([N:67]1[CH2:68][CH2:69][C:64](=[O:63])[CH2:65][CH2:66]1)=[O:13])[N:8]=[CH:7][N:6]=[C:5]2[NH:15][CH:16]([C:18]1[NH:22][C:21]2[CH:23]=[CH:24][C:25]([Cl:27])=[CH:26][C:20]=2[N:19]=1)[CH3:17]. Given the reactants [Cl:1][C:2]1[CH:3]=[C:4]2[C:9](=[CH:10][C:11]=1[C:12](O)=[O:13])[N:8]=[CH:7][N:6]=[C:5]2[NH:15][CH:16]([C:18]1[NH:22][C:21]2[CH:23]=[CH:24][C:25]([Cl:27])=[CH:26][C:20]=2[N:19]=1)[CH3:17].FC1C(OC(N(C)C)=[N+](C)C)=C(F)C(F)=C(F)C=1F.F[P-](F)(F)(F)(F)F.C(N(C(C)C)CC)(C)C.[O:63]=[C:64]1[CH2:69][CH2:68][NH:67][CH2:66][CH2:65]1, predict the reaction product. (4) Given the reactants [NH:1]1[CH2:5][CH2:4][C@H:3]([NH:6][C:7](=[O:13])[O:8][C:9]([CH3:12])([CH3:11])[CH3:10])[CH2:2]1.Cl[C:15]1[C:24]2[C:19](=[CH:20][C:21]([CH3:25])=[CH:22][CH:23]=2)[N:18]=[C:17]([C:26]2[CH:31]=[CH:30][CH:29]=[CH:28][C:27]=2[OH:32])[N:16]=1.C(N(CC)CC)C, predict the reaction product. The product is: [OH:32][C:27]1[CH:28]=[CH:29][CH:30]=[CH:31][C:26]=1[C:17]1[N:16]=[C:15]([N:1]2[CH2:5][CH2:4][C@H:3]([NH:6][C:7](=[O:13])[O:8][C:9]([CH3:10])([CH3:12])[CH3:11])[CH2:2]2)[C:24]2[C:19](=[CH:20][C:21]([CH3:25])=[CH:22][CH:23]=2)[N:18]=1. (5) Given the reactants [CH2:1]([O:3][C:4](=[O:28])[C:5]1[CH:10]=[CH:9][C:8]([C:11](=O)[CH:12]=[C:13]([C:18]2[CH:23]=[C:22]([Cl:24])[CH:21]=[C:20]([Cl:25])[CH:19]=2)[C:14]([F:17])([F:16])[F:15])=[CH:7][C:6]=1[CH3:27])[CH3:2].Cl.[CH3:30][NH:31][OH:32].C(N(CC)CC)C, predict the reaction product. The product is: [CH2:1]([O:3][C:4](=[O:28])[C:5]1[CH:10]=[CH:9][C:8]([C:11]2[N:31]([CH3:30])[O:32][C:13]([C:18]3[CH:23]=[C:22]([Cl:24])[CH:21]=[C:20]([Cl:25])[CH:19]=3)([C:14]([F:17])([F:16])[F:15])[CH:12]=2)=[CH:7][C:6]=1[CH3:27])[CH3:2].